Dataset: Full USPTO retrosynthesis dataset with 1.9M reactions from patents (1976-2016). Task: Predict the reactants needed to synthesize the given product. (1) Given the product [F:7][C:8]1([F:19])[CH2:13][CH2:12][CH:11]([CH2:14][OH:15])[CH2:10][CH2:9]1, predict the reactants needed to synthesize it. The reactants are: [H-].[Al+3].[Li+].[H-].[H-].[H-].[F:7][C:8]1([F:19])[CH2:13][CH2:12][CH:11]([C:14](OCC)=[O:15])[CH2:10][CH2:9]1.[OH-].[Na+].S([O-])([O-])(=O)=O.[Na+].[Na+]. (2) Given the product [Br:29][C:26]1[CH:27]=[CH:28][C:23]([NH:1][C:2]2[N:7]=[CH:6][C:5]([CH:8]3[O:13][CH2:12][CH2:11][N:10]([C:14]([O:16][C:17]([CH3:18])([CH3:20])[CH3:19])=[O:15])[CH2:9]3)=[CH:4][C:3]=2[CH3:21])=[N:24][CH:25]=1, predict the reactants needed to synthesize it. The reactants are: [NH2:1][C:2]1[N:7]=[CH:6][C:5]([CH:8]2[O:13][CH2:12][CH2:11][N:10]([C:14]([O:16][C:17]([CH3:20])([CH3:19])[CH3:18])=[O:15])[CH2:9]2)=[CH:4][C:3]=1[CH3:21].Br[C:23]1[CH:28]=[CH:27][C:26]([Br:29])=[CH:25][N:24]=1.C(=O)([O-])[O-].[Cs+].[Cs+].